This data is from Full USPTO retrosynthesis dataset with 1.9M reactions from patents (1976-2016). The task is: Predict the reactants needed to synthesize the given product. (1) Given the product [Br:13][C:14]1[S:9][C:7]([C:6]2[CH:10]=[CH:11][C:3]([N:2]([CH3:12])[CH3:1])=[CH:4][CH:5]=2)=[N:8][C:15]=1[CH2:17][Br:18], predict the reactants needed to synthesize it. The reactants are: [CH3:1][N:2]([CH3:12])[C:3]1[CH:11]=[CH:10][C:6]([C:7](=[S:9])[NH2:8])=[CH:5][CH:4]=1.[Br:13][CH2:14][C:15]([CH2:17][Br:18])=O.Br.BrBr. (2) Given the product [Si:26]([O:1][CH2:2][CH2:3][C:4]#[N:5])([C:22]([CH3:25])([CH3:24])[CH3:23])([C:33]1[CH:34]=[CH:35][CH:36]=[CH:37][CH:38]=1)[C:27]1[CH:32]=[CH:31][CH:30]=[CH:29][CH:28]=1, predict the reactants needed to synthesize it. The reactants are: [OH:1][CH2:2][CH2:3][C:4]#[N:5].CN(C1C=CC=CN=1)C.C(N(CC)CC)C.[C:22]([Si:26](Cl)([C:33]1[CH:38]=[CH:37][CH:36]=[CH:35][CH:34]=1)[C:27]1[CH:32]=[CH:31][CH:30]=[CH:29][CH:28]=1)([CH3:25])([CH3:24])[CH3:23].